Task: Predict which catalyst facilitates the given reaction.. Dataset: Catalyst prediction with 721,799 reactions and 888 catalyst types from USPTO (1) Reactant: [CH3:1][O:2][C:3]1[CH:4]=[C:5]2[C:10](=[CH:11][C:12]=1[O:13][CH3:14])[N:9]=[CH:8][CH:7]=[C:6]2[O:15][C:16]1[CH:23]=[C:22]([O:24][CH3:25])[CH:21]=[CH:20][C:17]=1[CH:18]=[O:19].[CH2:26]([Mg]Br)[CH3:27].O. Product: [CH3:1][O:2][C:3]1[CH:4]=[C:5]2[C:10](=[CH:11][C:12]=1[O:13][CH3:14])[N:9]=[CH:8][CH:7]=[C:6]2[O:15][C:16]1[CH:23]=[C:22]([O:24][CH3:25])[CH:21]=[CH:20][C:17]=1[CH:18]([OH:19])[CH2:26][CH3:27]. The catalyst class is: 7. (2) Reactant: [H-].[Na+].[C:3]([CH2:5]P(=O)(OCC)OCC)#[N:4].[CH2:14]([O:21][C:22]1[CH:23]=[C:24]([CH:27]=[CH:28][C:29]=1[N+:30]([O-:32])=[O:31])[CH:25]=O)[C:15]1[CH:20]=[CH:19][CH:18]=[CH:17][CH:16]=1. Product: [CH2:14]([O:21][C:22]1[CH:23]=[C:24]([CH:25]=[CH:5][C:3]#[N:4])[CH:27]=[CH:28][C:29]=1[N+:30]([O-:32])=[O:31])[C:15]1[CH:20]=[CH:19][CH:18]=[CH:17][CH:16]=1. The catalyst class is: 1.